From a dataset of Full USPTO retrosynthesis dataset with 1.9M reactions from patents (1976-2016). Predict the reactants needed to synthesize the given product. (1) Given the product [NH2:7][C:8]1[CH:13]=[C:12]([CH:11]=[C:10]([N:16]2[CH2:21][CH2:20][N:19]3[S:22](=[O:26])(=[O:25])[CH2:23][CH2:24][CH:18]3[CH2:17]2)[C:9]=1[Cl:27])[C:14]#[N:15], predict the reactants needed to synthesize it. The reactants are: C(OC(=O)[NH:7][C:8]1[CH:13]=[C:12]([C:14]#[N:15])[CH:11]=[C:10]([N:16]2[CH2:21][CH2:20][N:19]3[S:22](=[O:26])(=[O:25])[CH2:23][CH2:24][CH:18]3[CH2:17]2)[C:9]=1[Cl:27])(C)(C)C.C(O)(C(F)(F)F)=O. (2) Given the product [CH3:20][S:21]([O:11][CH2:10][C@@H:9]([NH:12][C:13]([O:14][C:15]([CH3:16])([CH3:18])[CH3:17])=[O:19])[CH2:8][C:2]1([F:1])[CH2:3][CH2:4][CH2:5][CH2:6][CH2:7]1)(=[O:23])=[O:22], predict the reactants needed to synthesize it. The reactants are: [F:1][C:2]1([CH2:8][C@H:9]([NH:12][C:13](=[O:19])[O:14][C:15]([CH3:18])([CH3:17])[CH3:16])[CH2:10][OH:11])[CH2:7][CH2:6][CH2:5][CH2:4][CH2:3]1.[CH3:20][S:21](Cl)(=[O:23])=[O:22].C(N(CC)CC)C. (3) Given the product [C:1]([O:5][C:6](=[O:56])[NH:7][C:8]([CH3:55])([CH3:54])[C@H:9]([NH:25][C:26](=[O:53])[C:27]1[CH:32]=[CH:31][C:30]([C:33]#[C:34][C:35]2[CH:40]=[CH:39][C:38]([CH2:41][N:42]([C:46]([O:48][C:49]([CH3:52])([CH3:51])[CH3:50])=[O:47])[CH:43]3[CH2:45][CH2:44]3)=[CH:37][CH:36]=2)=[CH:29][CH:28]=1)[C:10](=[O:11])[NH:12][OH:57])([CH3:4])([CH3:3])[CH3:2], predict the reactants needed to synthesize it. The reactants are: [C:1]([O:5][C:6](=[O:56])[NH:7][C:8]([CH3:55])([CH3:54])[C@H:9]([NH:25][C:26](=[O:53])[C:27]1[CH:32]=[CH:31][C:30]([C:33]#[C:34][C:35]2[CH:40]=[CH:39][C:38]([CH2:41][N:42]([C:46]([O:48][C:49]([CH3:52])([CH3:51])[CH3:50])=[O:47])[CH:43]3[CH2:45][CH2:44]3)=[CH:37][CH:36]=2)=[CH:29][CH:28]=1)[C:10]([N:12]1[C@H](CC2C=CC=CC=2)COC1=O)=[O:11])([CH3:4])([CH3:3])[CH3:2].[O:57]1CCOCC1. (4) Given the product [Cl:1][C:2]1[N:11]=[CH:10][C:9]2[C:4](=[CH:5][CH:6]=[C:7]([O:13][CH3:14])[CH:8]=2)[N:3]=1, predict the reactants needed to synthesize it. The reactants are: [Cl:1][C:2]1[N:11]=[C:10](Cl)[C:9]2[C:4](=[CH:5][CH:6]=[C:7]([O:13][CH3:14])[CH:8]=2)[N:3]=1.N.O. (5) Given the product [CH3:3][O:4][C:5](=[O:28])[CH2:6][CH2:7][C:8]1[CH:9]=[CH:10][C:11]([C:14]2[CH:19]=[CH:18][C:17]([CH2:20][CH:21]([C:22](=[O:26])[N:23]([CH3:24])[CH3:25])[NH:27][S:44]([C:41]3[CH:42]=[CH:43][C:38]([CH3:48])=[CH:39][CH:40]=3)(=[O:46])=[O:45])=[CH:16][CH:15]=2)=[CH:12][CH:13]=1, predict the reactants needed to synthesize it. The reactants are: Cl.Cl.[CH3:3][O:4][C:5](=[O:28])[CH2:6][CH2:7][C:8]1[CH:13]=[CH:12][C:11]([C:14]2[CH:19]=[CH:18][C:17]([CH2:20][CH:21]([NH2:27])[C:22](=[O:26])[N:23]([CH3:25])[CH3:24])=[CH:16][CH:15]=2)=[CH:10][CH:9]=1.C(N(CC)C(C)C)(C)C.[C:38]1([CH3:48])[CH:43]=[CH:42][C:41]([S:44](Cl)(=[O:46])=[O:45])=[CH:40][CH:39]=1. (6) Given the product [C:21]([N:3]1[C@@H:2]([CH3:1])[CH2:6][C@@H:5]([NH:7][S:8]([C:11]2[CH:16]=[CH:15][CH:14]=[C:13]([C:17]([F:18])([F:20])[F:19])[CH:12]=2)(=[O:9])=[O:10])[CH2:4]1)#[N:31], predict the reactants needed to synthesize it. The reactants are: [CH3:1][C@H:2]1[CH2:6][C@@H:5]([NH:7][S:8]([C:11]2[CH:16]=[CH:15][CH:14]=[C:13]([C:17]([F:20])([F:19])[F:18])[CH:12]=2)(=[O:10])=[O:9])[CH2:4][N:3]1[C:21](OC(C)(C)C)=O.Cl.CC[N:31](C(C)C)C(C)C.BrC#N.C(O)C(N)(CO)CO. (7) Given the product [OH:16][C:9]1[N:1]=[C:2]2[C:7]([CH3:8])=[CH:6][CH:5]=[CH:4][N:3]2[C:11](=[O:12])[CH:10]=1, predict the reactants needed to synthesize it. The reactants are: [NH2:1][C:2]1[C:7]([CH3:8])=[CH:6][CH:5]=[CH:4][N:3]=1.[C:9](OCC)(=[O:16])[CH2:10][C:11](OCC)=[O:12]. (8) Given the product [N:39]([CH2:21][C:19]1[N:20]=[C:15]2[CH:14]=[C:13]([C:6]3[C:5]4[C:9](=[CH:10][CH:11]=[C:3]([O:2][CH3:1])[CH:4]=4)[N:8]([CH3:12])[CH:7]=3)[N:23]([CH2:24][O:25][CH2:26][CH2:27][Si:28]([CH3:29])([CH3:31])[CH3:30])[C:16]2=[N:17][CH:18]=1)=[N+:40]=[N-:41], predict the reactants needed to synthesize it. The reactants are: [CH3:1][O:2][C:3]1[CH:4]=[C:5]2[C:9](=[CH:10][CH:11]=1)[N:8]([CH3:12])[CH:7]=[C:6]2[C:13]1[N:23]([CH2:24][O:25][CH2:26][CH2:27][Si:28]([CH3:31])([CH3:30])[CH3:29])[C:16]2=[N:17][CH:18]=[C:19]([CH2:21]O)[N:20]=[C:15]2[CH:14]=1.C(Cl)Cl.S(Cl)(Cl)=O.[N-:39]=[N+:40]=[N-:41].[Na+]. (9) Given the product [C:14]([C:13]1[C:12](=[O:16])[NH:23][C:21]([NH:20][CH:17]2[CH2:19][CH2:18]2)=[N:22][C:7]=1[C:3]1[CH:2]=[N:1][CH:6]=[CH:5][CH:4]=1)#[N:15], predict the reactants needed to synthesize it. The reactants are: [N:1]1[CH:6]=[CH:5][CH:4]=[C:3]([CH:7]=O)[CH:2]=1.C(O[C:12](=[O:16])[CH2:13][C:14]#[N:15])C.[CH:17]1([NH:20][C:21]([NH2:23])=[NH:22])[CH2:19][CH2:18]1.Cl.C(=O)([O-])[O-].[K+].[K+]. (10) Given the product [N:9]1[CH:13]=[CH:14][C:15]([C:17]2[S:21][C:20]([C:22]([NH:24][CH2:25][C:26]3[CH:27]=[CH:28][CH:29]=[CH:30][CH:31]=3)=[O:23])=[CH:19][CH:18]=2)=[N:10][CH:8]=1, predict the reactants needed to synthesize it. The reactants are: C([O-])([O-])=O.[K+].[K+].Cl.[CH:8]([NH2:10])=[NH:9].CN(C)/[CH:13]=[CH:14]/[C:15]([C:17]1[S:21][C:20]([C:22]([NH:24][CH2:25][C:26]2[CH:31]=[CH:30][CH:29]=[CH:28][CH:27]=2)=[O:23])=[CH:19][CH:18]=1)=O.